This data is from Catalyst prediction with 721,799 reactions and 888 catalyst types from USPTO. The task is: Predict which catalyst facilitates the given reaction. Reactant: [Br:1][C:2]1[C:8]([Cl:9])=[CH:7][C:5]([NH2:6])=[C:4]([I:10])[CH:3]=1.C(N(CC)C(C)C)(C)C.[F:20][C:21]([F:32])([F:31])[C:22](O[C:22](=[O:23])[C:21]([F:32])([F:31])[F:20])=[O:23]. Product: [Br:1][C:2]1[C:8]([Cl:9])=[CH:7][C:5]([NH:6][C:22](=[O:23])[C:21]([F:32])([F:31])[F:20])=[C:4]([I:10])[CH:3]=1. The catalyst class is: 2.